This data is from Forward reaction prediction with 1.9M reactions from USPTO patents (1976-2016). The task is: Predict the product of the given reaction. (1) The product is: [CH2:8]([C:12]1[C:22]([CH:23]([OH:24])[C:25]2[N:30]=[C:29]([C:31]([O:33][CH3:34])=[O:32])[CH:28]=[CH:27][CH:26]=2)=[C:15]2[CH:16]=[CH:17][C:18]([O:20][CH3:21])=[CH:19][N:14]2[N:13]=1)[CH:9]([CH3:11])[CH3:10]. Given the reactants CO.[BH4-].[Na+].ClCCl.[CH2:8]([C:12]1[C:22]([C:23]([C:25]2[N:30]=[C:29]([C:31]([O:33][CH3:34])=[O:32])[CH:28]=[CH:27][CH:26]=2)=[O:24])=[C:15]2[CH:16]=[CH:17][C:18]([O:20][CH3:21])=[CH:19][N:14]2[N:13]=1)[CH:9]([CH3:11])[CH3:10], predict the reaction product. (2) Given the reactants Cl.[C:2]([O:6][C:7](=[O:18])[C@H:8]([CH2:10][C:11]1[CH:16]=[CH:15][C:14]([Cl:17])=[CH:13][CH:12]=1)[NH2:9])([CH3:5])([CH3:4])[CH3:3].C([N:21]([CH2:24]C)CC)C.[C:26]([O:30][C:31](NC1NC2C=CC(C(O)=O)=CC=2N=1)=[O:32])([CH3:29])([CH3:28])[CH3:27].Cl.CN(C)CCCN=C=NCC.O[N:59]1[C:63]2[CH:64]=[CH:65][CH:66]=[CH:67][C:62]=2[N:61]=N1.[CH3:68][OH:69].ClCCl, predict the reaction product. The product is: [C:31]([N:59]1[C:63]2[CH:64]=[CH:65][C:66]([C:68]([NH:9][C@@H:8]([CH2:10][C:11]3[CH:16]=[CH:15][C:14]([Cl:17])=[CH:13][CH:12]=3)[C:7]([O:6][C:2]([CH3:5])([CH3:3])[CH3:4])=[O:18])=[O:69])=[CH:67][C:62]=2[N:61]=[C:24]1[NH2:21])([O:30][C:26]([CH3:27])([CH3:28])[CH3:29])=[O:32].